From a dataset of Experimentally validated miRNA-target interactions with 360,000+ pairs, plus equal number of negative samples. Binary Classification. Given a miRNA mature sequence and a target amino acid sequence, predict their likelihood of interaction. (1) The miRNA is hsa-miR-3922-5p with sequence UCAAGGCCAGAGGUCCCACAGCA. The protein sequence of the target gene is MEGSWRDVLAVLVILAQLTASGSSYQIIEGPQNVTVLKDSEAHFNCTVTHGWKLLMWTLNQMVVLSLTTQGPIITNNRFTYASYNSTDSFISELIIHDVQPSDSGSVQCSLQNSHGFGSAFLSVQVMGTLNIPSNNLIVTEGEPCNVTCYAVGWTSLPDISWELEVPVSHSSYNSFLESGNFMRVLSVLDLTPLGNGTLTCVAELKDLQASKSLTVNLTVVQPPPDSIGEEGPALPTWAIILLAVAFSLLLILIIVLIIIFCCCCASRREKEESTYQNEIRKSANMRTNKADPETKLKGG.... Result: 0 (no interaction). (2) The miRNA is hsa-miR-548b-3p with sequence CAAGAACCUCAGUUGCUUUUGU. The protein sequence of the target gene is MEELDGSLSQTRKAHRIEQMVARWLRRSRDSSARAKVAAADGPPGNPAQALTPVRHTVTLDKDVLLQNYGFHISETLPLTVVAVTAGGSAHGKLFPGDQILQMNNELAEDLSCERAADILRETEDALSITVVRCTSGVPKSSFLTEEKRARLKSNPVKVHFAEEVLVSGHSQGNSLLCMPNVLKVYLENGQTKAFKFEANTTVKDIILTVKEKLSIRSIEYFALALEEQYSISRLHLLHEEELVQQVVEREESQDSRCLFRVSFVPKDPLDLLKEDPVAFEYLYLQSCSDVLQERFAVEM.... Result: 0 (no interaction). (3) The miRNA is mmu-miR-181c-5p with sequence AACAUUCAACCUGUCGGUGAGU. The protein sequence of the target gene is METDAIDGYITCDNELSPEGEHANMAIDLTSSTPNGQHASPSHMTSTNSVKLEMQSDEECDRQPLSREDEIRGHDEGSSLEEPLIESSEVADNRKVQDLQGEGGIRLPNGKLKCDVCGMVCIGPNVLMVHKRSHTGERPFHCNQCGASFTQKGNLLRHIKLHSGEKPFKCPFCSYACRRRDALTGHLRTHSVGKPHKCNYCGRSYKQRSSLEEHKERCHNYLQNVSMEAAGQVMSHHVPPMEDCKEQEPIMDNNISLVPFERPAVIEKLTANMGKRKSSTPQKFVGEKLMRFSYPDIHFD.... Result: 1 (interaction). (4) The miRNA is mmu-miR-3087-3p with sequence UAACUCACUGUCAUGUCCUCA. The protein sequence of the target gene is MWSRLVWLGLRAPLGGRQGFTSKADPQGSGRITAAVIEHLERLALVDFGSREAVARLEKAIAFADRLRAVDTDGVEPMESVLEDRCLYLRSDNVVEGNCADELLQNSHRVVEEYFVAPPGNISLPKLDEQEPFPHS. Result: 0 (no interaction). (5) The miRNA is mmu-miR-452-3p with sequence UCAGUCUCAUCUGCAAAGAGGU. The protein sequence of the target gene is MKGSNRNKDHSTEGEGDGKRPKRKCLQWHPLLAKKLLDFSEEEEEDEEEEDIDKVQLLEADGLEQDVAETEDDESPEQRARRPMNAFLLFCKRHRSLVRQEHPRLDNRGATKILADWWAVLDPKEKQKYTDMAKEYKDAFMKANPGYRWCPTTNKPVKSPTPTVNPRKKLWAFPPDSSRDLPTPKKAKTEVPQLNFGMADPTQMGGLSMLLLAGEHALGTPEASSGTCRPDISESPELRQKSPLFQFAEISSRTSHPDAPSKQCQASALFQFAEISSSTSQLGGTEPVKRCGNSALFQLA.... Result: 1 (interaction).